From a dataset of Reaction yield outcomes from USPTO patents with 853,638 reactions. Predict the reaction yield, written as a fraction of the theoretical maximum amount of product (1.0 means a 100% yield; for example, 0.34 means a 34% yield). The yield is 0.240. The reactants are [O:1]1[CH2:6][CH2:5][CH:4]([C:7]2[CH:12]=[CH:11][C:10]([N:13]3[CH2:18][CH2:17][O:16][CH2:15][CH2:14]3)=[CH:9][CH:8]=2)[CH2:3][CH2:2]1.[Mn]([O-])(=O)(=O)=[O:20].[K+]. The product is [O:1]1[CH2:6][CH2:5][CH:4]([C:7]2[CH:8]=[CH:9][C:10]([N:13]3[CH2:18][CH2:17][O:16][CH2:15][C:14]3=[O:20])=[CH:11][CH:12]=2)[CH2:3][CH2:2]1. The catalyst is [Cl-].C([N+](CC)(CC)CC)C1C=CC=CC=1.ClCCl.